From a dataset of Forward reaction prediction with 1.9M reactions from USPTO patents (1976-2016). Predict the product of the given reaction. (1) Given the reactants [CH3:1][C:2]1[O:3][C:4]2[C:9]([C:10](=[O:12])[CH:11]=1)=[CH:8][CH:7]=[CH:6][C:5]=2[CH:13]=O.[CH3:15][C:16](=O)[CH2:17][C:18](=[O:20])[CH3:19].[NH2:22]/[C:23](/[CH3:31])=[CH:24]\[C:25]([O:27][CH:28]([CH3:30])[CH3:29])=[O:26].C(O)(=O)C, predict the reaction product. The product is: [C:18]([C:17]1[CH:13]([C:5]2[CH:6]=[CH:7][CH:8]=[C:9]3[C:4]=2[O:3][C:2]([CH3:1])=[CH:11][C:10]3=[O:12])[C:24]([C:25]([O:27][CH:28]([CH3:30])[CH3:29])=[O:26])=[C:23]([CH3:31])[NH:22][C:16]=1[CH3:15])(=[O:20])[CH3:19]. (2) Given the reactants [NH2:1][C:2]1[CH:3]=[C:4]([S:21]([OH:24])(=[O:23])=[O:22])[C:5]([CH:8]=[CH:9][C:10]2[C:11]([S:17]([OH:20])(=[O:19])=[O:18])=[CH:12][C:13]([NH2:16])=[CH:14][CH:15]=2)=[CH:6][CH:7]=1.S1C(C=O)=CC=C1C=O, predict the reaction product. The product is: [S:21]1[CH:4]=[CH:5][CH:6]=[CH:7]1.[NH:1]1[C:7]2[CH:6]=[C:5]([CH:8]=[CH:9][C:10]3[C:11]([S:17]([OH:20])(=[O:19])=[O:18])=[CH:12][C:13]4[NH:16][C:14]=4[CH:15]=3)[C:4]([S:21]([OH:24])(=[O:23])=[O:22])=[CH:3][C:2]1=2. (3) Given the reactants [C:1]([O:5][C:6]([N:8]1[CH2:20][C@@H:19]([CH3:21])[N:18]2[C@H:10]([CH2:11][C:12]3[C:17]2=[N:16][C:15]([OH:22])=[CH:14][CH:13]=3)[CH2:9]1)=[O:7])([CH3:4])([CH3:3])[CH3:2].[H-].[Na+].[CH3:25]I.O, predict the reaction product. The product is: [C:1]([O:5][C:6]([N:8]1[CH2:20][C@@H:19]([CH3:21])[N:18]2[C@H:10]([CH2:11][C:12]3[C:17]2=[N:16][C:15]([O:22][CH3:25])=[CH:14][CH:13]=3)[CH2:9]1)=[O:7])([CH3:4])([CH3:2])[CH3:3]. (4) Given the reactants FC(F)(F)S([O-])(=O)=O.[Bi+3].FC(F)(F)S([O-])(=O)=O.FC(F)(F)S([O-])(=O)=O.[Cl:26][C:27]1[CH:28]=[C:29]([CH:34]2[O:42][CH2:41][CH2:40][N:39](C(OC(C)(C)C)=O)[CH2:38][C:35]32[O:37][CH2:36]3)[CH:30]=[CH:31][C:32]=1[Cl:33].C(=O)([O-])[OH:51].[Na+], predict the reaction product. The product is: [ClH:26].[Cl:26][C:27]1[CH:28]=[C:29]([CH:34]2[O:42][CH2:41][CH2:40][NH:39][CH2:38][C:35]2([CH2:36][OH:51])[OH:37])[CH:30]=[CH:31][C:32]=1[Cl:33]. (5) Given the reactants [CH:1]1([CH2:7][C:8]2[N:9]=[N:10][N:11]([C@@H:13]3[C@H:17]4[O:18][CH2:19][C@H:20]([NH2:21])[C@H:16]4[O:15][CH2:14]3)[CH:12]=2)[CH2:6][CH2:5][CH2:4][CH2:3][CH2:2]1.[C:22](O)(=[O:25])[CH2:23][CH3:24], predict the reaction product. The product is: [CH:1]1([CH2:7][C:8]2[N:9]=[N:10][N:11]([C@@H:13]3[C@H:17]4[O:18][CH2:19][C@H:20]([NH:21][C:22](=[O:25])[CH2:23][CH3:24])[C@H:16]4[O:15][CH2:14]3)[CH:12]=2)[CH2:2][CH2:3][CH2:4][CH2:5][CH2:6]1. (6) Given the reactants FC1C=C2C(C(I)=CN2S(C2C=CC=CC=2)(=O)=O)=CC=1.[F:21][C:22]1[CH:30]=[C:29]2[C:25]([C:26]([C:40]3[CH:41]=[CH:42][C:43]4[O:47][CH:46]=[N:45][C:44]=4[CH:48]=3)=[CH:27][N:28]2S(C2C=CC=CC=2)(=O)=O)=[CH:24][CH:23]=1, predict the reaction product. The product is: [F:21][C:22]1[CH:30]=[C:29]2[C:25]([C:26]([C:40]3[CH:41]=[CH:42][C:43]4[O:47][CH:46]=[N:45][C:44]=4[CH:48]=3)=[CH:27][NH:28]2)=[CH:24][CH:23]=1. (7) Given the reactants C([N:4]1[C:12]2[C:7](=[CH:8][C:9]([CH:13]=[CH:14][S:15]([C:18]3[CH:23]=[CH:22][CH:21]=[CH:20][CH:19]=3)(=[O:17])=[O:16])=[CH:10][CH:11]=2)[C:6]([CH2:24][C@H:25]2[CH2:29][CH2:28][CH2:27][N:26]2[CH3:30])=[CH:5]1)(=O)C.C(=O)([O-])[O-].[K+].[K+], predict the reaction product. The product is: [C:18]1([S:15]([CH:14]=[CH:13][C:9]2[CH:8]=[C:7]3[C:12](=[CH:11][CH:10]=2)[NH:4][CH:5]=[C:6]3[CH2:24][C@H:25]2[CH2:29][CH2:28][CH2:27][N:26]2[CH3:30])(=[O:17])=[O:16])[CH:19]=[CH:20][CH:21]=[CH:22][CH:23]=1.